From a dataset of Catalyst prediction with 721,799 reactions and 888 catalyst types from USPTO. Predict which catalyst facilitates the given reaction. (1) Reactant: [NH:1]1[C:9]2[C:4](=[CH:5][CH:6]=[C:7](N)[CH:8]=2)[CH:3]=[N:2]1.F[B-](F)(F)F.[H+].N([O-])=[O:18].[Na+]. Product: [NH:1]1[C:9]2[C:4](=[CH:5][CH:6]=[C:7]([OH:18])[CH:8]=2)[CH:3]=[N:2]1. The catalyst class is: 6. (2) Reactant: Br.[OH:2][C:3]1[CH:16]=[CH:15][CH:14]=[CH:13][C:4]=1[C:5]([CH:7]1[CH2:12][CH2:11][NH:10][CH2:9][CH2:8]1)=[O:6]. Product: [OH:2][C:3]1[CH:16]=[CH:15][CH:14]=[CH:13][C:4]=1[C:5]([CH:7]1[CH2:12][CH2:11][N:10]([CH2:5][CH2:4][CH2:3][OH:2])[CH2:9][CH2:8]1)=[O:6]. The catalyst class is: 33. (3) Product: [Cl:1][C:2]1[CH:3]=[C:4]2[C:10]([C:11]3[N:16]=[C:15]([NH:17][C@H:18]4[CH2:23][CH2:22][CH2:21][C@@H:20]([NH:24][CH2:76][CH:74]([OH:75])[CH2:73][O:72][CH3:71])[CH2:19]4)[C:14]([F:25])=[CH:13][N:12]=3)=[CH:9][NH:8][C:5]2=[N:6][CH:7]=1. The catalyst class is: 5. Reactant: [Cl:1][C:2]1[CH:3]=[C:4]2[C:10]([C:11]3[N:16]=[C:15]([NH:17][C@H:18]4[CH2:23][CH2:22][CH2:21][C@@H:20]([NH2:24])[CH2:19]4)[C:14]([F:25])=[CH:13][N:12]=3)=[CH:9][N:8](S(C3C=CC(C)=CC=3)(=O)=O)[C:5]2=[N:6][CH:7]=1.ClC1C=C2C(C3N=C(N[C@@H]4CCC[C@H](N)C4)C(F)=CN=3)=CN(S(C3C=CC(C)=CC=3)(=O)=O)C2=NC=1.[CH3:71][O:72][CH2:73][CH:74]1[CH2:76][O:75]1.[Li+].[OH-]. (4) Reactant: [NH2:1][CH2:2][CH2:3][CH2:4][CH2:5][CH2:6][CH2:7][O:8][C:9]1[CH:10]=[N:11][CH:12]=[CH:13][CH:14]=1.CS[C:17](=[N:21][C:22]1[CH:27]=[CH:26][N:25]=[CH:24][CH:23]=1)[NH:18][C:19]#[N:20].C(N(CC)CC)C. Product: [N:11]1[CH:12]=[CH:13][CH:14]=[C:9]([O:8][CH2:7][CH2:6][CH2:5][CH2:4][CH2:3][CH2:2][NH:1][C:17]([NH:18][C:19]#[N:20])=[N:21][C:22]2[CH:27]=[CH:26][N:25]=[CH:24][CH:23]=2)[CH:10]=1. The catalyst class is: 377.